Dataset: Full USPTO retrosynthesis dataset with 1.9M reactions from patents (1976-2016). Task: Predict the reactants needed to synthesize the given product. (1) Given the product [Cl:27][C:12]1[CH:11]=[C:10]([C:3]2[C:2]([F:1])=[CH:7][C:6]([F:8])=[CH:5][C:4]=2[F:9])[C:19]2[C:14](=[CH:15][CH:16]=[C:17]([C:20]([O:22][CH3:23])=[O:21])[CH:18]=2)[N:13]=1, predict the reactants needed to synthesize it. The reactants are: [F:1][C:2]1[CH:7]=[C:6]([F:8])[CH:5]=[C:4]([F:9])[C:3]=1[C:10]1[C:19]2[C:14](=[CH:15][CH:16]=[C:17]([C:20]([O:22][CH3:23])=[O:21])[CH:18]=2)[N+:13]([O-])=[CH:12][CH:11]=1.P(Cl)(Cl)([Cl:27])=O. (2) Given the product [NH:1]1[CH:5]=[C:4]([C:6]2[C:14]3[C:13]([NH:15][C@H:16]([C:18]4[N:23]([C:24]5[CH:29]=[CH:28][CH:27]=[CH:26][CH:25]=5)[C:22](=[O:30])[C:21]5=[C:31]([CH3:34])[CH:32]=[CH:33][N:20]5[N:19]=4)[CH3:17])=[N:12][CH:11]=[N:10][C:9]=3[NH:8][CH:7]=2)[CH:3]=[N:2]1, predict the reactants needed to synthesize it. The reactants are: [NH:1]1[CH:5]=[C:4]([C:6]2[C:14]3[C:13]([NH:15][C@H:16]([C:18]4[N:23]([C:24]5[CH:29]=[CH:28][CH:27]=[CH:26][CH:25]=5)[C:22](=[O:30])[C:21]5=[C:31]([CH3:34])[CH:32]=[CH:33][N:20]5[N:19]=4)[CH3:17])=[N:12][CH:11]=[N:10][C:9]=3[N:8](COCC[Si](C)(C)C)[CH:7]=2)[CH:3]=[N:2]1.FC(F)(F)C(O)=O.N.